The task is: Predict the reaction yield, written as a fraction of the theoretical maximum amount of product (1.0 means a 100% yield; for example, 0.34 means a 34% yield).. This data is from Reaction yield outcomes from USPTO patents with 853,638 reactions. The reactants are C([O:3][P:4]([C:9]([F:25])([F:24])[CH2:10][CH2:11][CH2:12][CH2:13][CH2:14][CH2:15][CH2:16][CH2:17][CH2:18][CH2:19][CH2:20][CH2:21][CH2:22][CH3:23])(=[O:8])[O:5]CC)C.C(Cl)Cl. No catalyst specified. The product is [F:25][C:9]([P:4](=[O:3])([OH:5])[OH:8])([F:24])[CH2:10][CH2:11][CH2:12][CH2:13][CH2:14][CH2:15][CH2:16][CH2:17][CH2:18][CH2:19][CH2:20][CH2:21][CH2:22][CH3:23]. The yield is 0.780.